Dataset: Forward reaction prediction with 1.9M reactions from USPTO patents (1976-2016). Task: Predict the product of the given reaction. (1) Given the reactants P(Cl)(Cl)(Cl)=O.[CH3:6][O:7][C:8]1[CH:9]=[C:10]2[C:14](=[CH:15][CH:16]=1)[NH:13][C:12]([CH2:17][CH2:18][CH3:19])=[CH:11]2.CN(C)[CH:22]=[O:23], predict the reaction product. The product is: [CH3:6][O:7][C:8]1[CH:9]=[C:10]2[C:14](=[CH:15][CH:16]=1)[NH:13][C:12]([CH2:17][CH2:18][CH3:19])=[C:11]2[CH:22]=[O:23]. (2) Given the reactants [CH3:1][S:2]([CH2:5][C:6]#[N:7])(=[O:4])=[O:3].C(=O)([O-])[O-].[K+].[K+].[F:14][C:15]([F:30])([F:29])[C:16]1[CH:17]=[C:18]([N:26]=[C:27]=[S:28])[CH:19]=[C:20]([C:22]([F:25])([F:24])[F:23])[CH:21]=1.[CH3:31]I, predict the reaction product. The product is: [F:23][C:22]([F:24])([F:25])[C:20]1[CH:19]=[C:18]([NH:26][C:27]([S:28][CH3:31])=[C:5]([S:2]([CH3:1])(=[O:4])=[O:3])[C:6]#[N:7])[CH:17]=[C:16]([C:15]([F:29])([F:14])[F:30])[CH:21]=1. (3) Given the reactants [I:1][C:2]1[CH:7]=[CH:6][C:5]([CH2:8][NH2:9])=[CH:4][CH:3]=1.C(=O)([O-])[O-].[K+].[K+].Br[CH2:17][C:18]1[CH:28]=[CH:27][CH:26]=[C:25]([O:29][C:30]2[C:35]([F:36])=[CH:34][CH:33]=[CH:32][C:31]=2[C:37]#[N:38])[C:19]=1[C:20](OCC)=[O:21], predict the reaction product. The product is: [F:36][C:35]1[C:30]([O:29][C:25]2[CH:26]=[CH:27][CH:28]=[C:18]3[C:19]=2[C:20](=[O:21])[N:9]([CH2:8][C:5]2[CH:6]=[CH:7][C:2]([I:1])=[CH:3][CH:4]=2)[CH2:17]3)=[C:31]([CH:32]=[CH:33][CH:34]=1)[C:37]#[N:38].